This data is from Forward reaction prediction with 1.9M reactions from USPTO patents (1976-2016). The task is: Predict the product of the given reaction. (1) Given the reactants O/[CH:2]=[C:3]1\[C:4](=[O:13])[NH:5][C:6]2[C:11]\1=[CH:10][CH:9]=[C:8]([F:12])[CH:7]=2.O/C=C1\C(=O)NC2C\1=CC=CC=2.[C:26]1([C:32]2[NH:36][N:35]=[C:34]([NH2:37])[CH:33]=2)[CH:31]=[CH:30][CH:29]=[CH:28][CH:27]=1.NC1C=CNN=1, predict the reaction product. The product is: [F:12][C:8]1[CH:7]=[C:6]2[C:11]([C:3](=[CH:2][NH:37][C:34]3[CH:33]=[C:32]([C:26]4[CH:31]=[CH:30][CH:29]=[CH:28][CH:27]=4)[NH:36][N:35]=3)[C:4](=[O:13])[NH:5]2)=[CH:10][CH:9]=1. (2) Given the reactants [CH3:1][C:2]1[C:6]2[CH:7]=[C:8]([N:11]3[CH2:16][CH2:15][O:14][CH2:13][CH2:12]3)[CH:9]=[CH:10][C:5]=2[O:4][C:3]=1[CH:17]=[O:18].[CH:19]1([Mg]Br)[CH2:24][CH2:23][CH2:22][CH2:21][CH2:20]1, predict the reaction product. The product is: [CH:19]1([CH:17]([C:3]2[O:4][C:5]3[CH:10]=[CH:9][C:8]([N:11]4[CH2:16][CH2:15][O:14][CH2:13][CH2:12]4)=[CH:7][C:6]=3[C:2]=2[CH3:1])[OH:18])[CH2:24][CH2:23][CH2:22][CH2:21][CH2:20]1. (3) Given the reactants O=[C:2]1[CH2:8][CH:7]2[N:9]([C:10]([O:12][C:13]([CH3:16])([CH3:15])[CH3:14])=[O:11])[CH:4]([CH2:5][CH2:6]2)[CH2:3]1.C1(C)C=CC(S([CH2:26][N+:27]#[C-])(=O)=O)=CC=1.CC(C)([O-])C.[K+].C(O)C, predict the reaction product. The product is: [C:26]([CH:2]1[CH2:8][CH:7]2[N:9]([C:10]([O:12][C:13]([CH3:16])([CH3:15])[CH3:14])=[O:11])[CH:4]([CH2:5][CH2:6]2)[CH2:3]1)#[N:27]. (4) Given the reactants [NH2:1][C:2]1[NH:6][N:5]=[C:4]([C:7]2[CH:12]=[CH:11][C:10]([O:13][C:14]3[CH:19]=[CH:18][CH:17]=[CH:16][CH:15]=3)=[CH:9][CH:8]=2)[C:3]=1[C:20]([NH2:22])=[O:21].Br[CH2:24][C:25]([C:27]1[CH:32]=[CH:31][CH:30]=[C:29]([N+:33]([O-:35])=[O:34])[CH:28]=1)=O, predict the reaction product. The product is: [N+:33]([C:29]1[CH:28]=[C:27]([C:25]2[NH:1][C:2]3[N:6]([CH:24]=2)[N:5]=[C:4]([C:7]2[CH:8]=[CH:9][C:10]([O:13][C:14]4[CH:19]=[CH:18][CH:17]=[CH:16][CH:15]=4)=[CH:11][CH:12]=2)[C:3]=3[C:20]([NH2:22])=[O:21])[CH:32]=[CH:31][CH:30]=1)([O-:35])=[O:34].